The task is: Predict the reactants needed to synthesize the given product.. This data is from Full USPTO retrosynthesis dataset with 1.9M reactions from patents (1976-2016). Given the product [C:1]([O:5][C:6](=[O:18])[N:7]([C@@:8]1([CH3:17])[CH2:10][C@@H:9]1[C:11]1[CH:12]=[CH:13][CH:14]=[CH:15][CH:16]=1)[CH2:23][C:24]([N:26]1[CH2:31][CH2:30][N:29]([CH3:32])[CH2:28][CH2:27]1)=[O:25])([CH3:4])([CH3:2])[CH3:3], predict the reactants needed to synthesize it. The reactants are: [C:1]([O:5][C:6](=[O:18])[NH:7][C@@:8]1([CH3:17])[CH2:10][C@@H:9]1[C:11]1[CH:16]=[CH:15][CH:14]=[CH:13][CH:12]=1)([CH3:4])([CH3:3])[CH3:2].[H-].[Na+].Cl.Cl[CH2:23][C:24]([N:26]1[CH2:31][CH2:30][N:29]([CH3:32])[CH2:28][CH2:27]1)=[O:25].